Dataset: Forward reaction prediction with 1.9M reactions from USPTO patents (1976-2016). Task: Predict the product of the given reaction. (1) The product is: [F:11][C:12]1[C:20]([NH:21][S:22]([CH2:25][CH2:26][CH3:27])(=[O:23])=[O:24])=[CH:19][CH:18]=[C:17]([F:28])[C:13]=1[C:14]([NH:10][C:7]1[CH:8]=[C:9]2[N:1]=[CH:2][NH:3][C:4]2=[N:5][CH:6]=1)=[O:15]. Given the reactants [N:1]1[C:9]2[C:4](=[N:5][CH:6]=[C:7]([NH2:10])[CH:8]=2)[NH:3][CH:2]=1.[F:11][C:12]1[C:20]([NH:21][S:22]([CH2:25][CH2:26][CH3:27])(=[O:24])=[O:23])=[CH:19][CH:18]=[C:17]([F:28])[C:13]=1[C:14](O)=[O:15].CCN=C=NCCCN(C)C.ON1C2C=CC=CC=2N=N1.O, predict the reaction product. (2) Given the reactants Br[C:2]1[CH:3]=[C:4]([CH3:11])[CH:5]=[C:6]2[C:10]=1[NH:9][CH:8]=[CH:7]2.[Li]CCCC.[C:17](=[O:19])=[O:18].O, predict the reaction product. The product is: [CH3:11][C:4]1[CH:5]=[C:6]2[C:10](=[C:2]([C:17]([OH:19])=[O:18])[CH:3]=1)[NH:9][CH:8]=[CH:7]2. (3) Given the reactants [Cl:1][C:2]1[CH:7]=[CH:6][CH:5]=[CH:4][C:3]=1[C:8]1[C:9]([C:18]2[CH:23]=[CH:22][C:21]([Cl:24])=[CH:20][CH:19]=2)=[CH:10][C:11]2[N:12]([C:14](=O)[NH:15][N:16]=2)[N:13]=1.P(Cl)(Cl)([Cl:27])=O, predict the reaction product. The product is: [Cl:27][C:14]1[N:12]2[N:13]=[C:8]([C:3]3[CH:4]=[CH:5][CH:6]=[CH:7][C:2]=3[Cl:1])[C:9]([C:18]3[CH:23]=[CH:22][C:21]([Cl:24])=[CH:20][CH:19]=3)=[CH:10][C:11]2=[N:16][N:15]=1. (4) Given the reactants [CH:1]([C:3]1[CH:11]=[CH:10][C:6]([C:7]([OH:9])=[O:8])=[CH:5][CH:4]=1)=[CH2:2].[C:12](C1C=C(O)C(=CC=1)O)([CH3:15])([CH3:14])[CH3:13].C1CCN2C(=NCCC2)CC1.C(=O)([O-])[O-].[K+].[K+], predict the reaction product. The product is: [CH:1]([C:3]1[CH:11]=[CH:10][C:6]([C:7]([O:9][C:12]([CH3:15])([CH3:14])[CH3:13])=[O:8])=[CH:5][CH:4]=1)=[CH2:2].